Regression. Given two drug SMILES strings and cell line genomic features, predict the synergy score measuring deviation from expected non-interaction effect. From a dataset of NCI-60 drug combinations with 297,098 pairs across 59 cell lines. (1) Drug 1: CC12CCC3C(C1CCC2=O)CC(=C)C4=CC(=O)C=CC34C. Drug 2: CC1=CC=C(C=C1)C2=CC(=NN2C3=CC=C(C=C3)S(=O)(=O)N)C(F)(F)F. Cell line: CAKI-1. Synergy scores: CSS=7.11, Synergy_ZIP=-0.105, Synergy_Bliss=-0.125, Synergy_Loewe=-5.89, Synergy_HSA=0.740. (2) Drug 1: COC1=C(C=C2C(=C1)N=CN=C2NC3=CC(=C(C=C3)F)Cl)OCCCN4CCOCC4. Drug 2: CC(C)NC(=O)C1=CC=C(C=C1)CNNC.Cl. Cell line: NCI-H460. Synergy scores: CSS=37.0, Synergy_ZIP=14.4, Synergy_Bliss=12.5, Synergy_Loewe=1.37, Synergy_HSA=9.71. (3) Drug 1: CC1=C2C(C(=O)C3(C(CC4C(C3C(C(C2(C)C)(CC1OC(=O)C(C(C5=CC=CC=C5)NC(=O)OC(C)(C)C)O)O)OC(=O)C6=CC=CC=C6)(CO4)OC(=O)C)O)C)O. Drug 2: C(CCl)NC(=O)N(CCCl)N=O. Cell line: SW-620. Synergy scores: CSS=18.9, Synergy_ZIP=-4.48, Synergy_Bliss=-1.67, Synergy_Loewe=1.51, Synergy_HSA=1.55.